Dataset: Reaction yield outcomes from USPTO patents with 853,638 reactions. Task: Predict the reaction yield, written as a fraction of the theoretical maximum amount of product (1.0 means a 100% yield; for example, 0.34 means a 34% yield). (1) The reactants are [Br:1][C:2]1[CH:10]=[CH:9][CH:8]=[C:7]2[C:3]=1[CH:4]([C:17]1[C:25]([OH:26])=[CH:24][C:20]3[O:21][CH2:22][O:23][C:19]=3[CH:18]=1)[C:5](=[O:16])[N:6]2[CH2:11][CH2:12][CH2:13][CH2:14][CH3:15].C(N(CC)CC)C.ClC[SiH3].[CH2:37]=[O:38].FC(F)(F)S([O-])(=O)=O.[Yb+3].FC(F)(F)S([O-])(=O)=O.FC(F)(F)S([O-])(=O)=O. The catalyst is ClCCl. The product is [Br:1][C:2]1[CH:10]=[CH:9][CH:8]=[C:7]2[C:3]=1[C:4]([C:17]1[C:25]([OH:26])=[CH:24][C:20]3[O:21][CH2:22][O:23][C:19]=3[CH:18]=1)([CH2:37][OH:38])[C:5](=[O:16])[N:6]2[CH2:11][CH2:12][CH2:13][CH2:14][CH3:15]. The yield is 0.790. (2) The reactants are [CH3:1][N:2]1[C:6]([C:7]([C:9]2[CH:14]=[CH:13][C:12]([CH3:15])=[C:11]([C:16]([F:19])([F:18])[F:17])[CH:10]=2)=O)=[N:5][N:4]=[N:3]1.Cl.[NH2:21][OH:22]. The catalyst is N1C=CC=CC=1. The product is [OH:22][N:21]=[C:7]([C:6]1[N:2]([CH3:1])[N:3]=[N:4][N:5]=1)[C:9]1[CH:14]=[CH:13][C:12]([CH3:15])=[C:11]([C:16]([F:19])([F:18])[F:17])[CH:10]=1. The yield is 0.770. (3) The reactants are I[C:2]1[CH:7]=[C:6]([I:8])[N:5]=[N:4][C:3]=1[NH2:9].CCN(CC)CC.[CH2:17]([C:20]1[CH:25]=[CH:24][CH:23]=[CH:22][CH:21]=1)[C:18]#[CH:19]. The catalyst is CN(C=O)C.[Cu]I.Cl[Pd](Cl)([P](C1C=CC=CC=1)(C1C=CC=CC=1)C1C=CC=CC=1)[P](C1C=CC=CC=1)(C1C=CC=CC=1)C1C=CC=CC=1. The product is [CH2:17]([C:18]1[NH:9][C:3]2[N:4]=[N:5][C:6]([I:8])=[CH:7][C:2]=2[CH:19]=1)[C:20]1[CH:25]=[CH:24][CH:23]=[CH:22][CH:21]=1. The yield is 0.410. (4) The product is [CH3:1][O:2][C:3]([C@@H:5]([N:13]1[CH2:21][C:17]2[CH:18]=[CH:19][S:20][C:16]=2[CH2:15][CH2:14]1)[C:6]1[CH:7]=[CH:8][CH:9]=[CH:10][C:11]=1[Cl:12])=[O:4].[C@:22]12([CH2:32][S:33]([O-:36])(=[O:34])=[O:35])[C:29]([CH3:31])([CH3:30])[CH:26]([CH2:27][CH2:28]1)[CH2:25][C:23]2=[O:24]. The reactants are [CH3:1][O:2][C:3]([C@@H:5]([N:13]1[CH2:21][C:17]2[CH:18]=[CH:19][S:20][C:16]=2[CH2:15][CH2:14]1)[C:6]1[CH:7]=[CH:8][CH:9]=[CH:10][C:11]=1[Cl:12])=[O:4].[C@:22]12([CH2:32][S:33]([OH:36])(=[O:35])=[O:34])[C:29]([CH3:31])([CH3:30])[CH:26]([CH2:27][CH2:28]1)[CH2:25][C:23]2=[O:24]. The catalyst is C(OCC)(=O)C. The yield is 0.900. (5) The reactants are [NH2:1][CH2:2][CH2:3][CH2:4][S:5]([O:8][CH2:9][C:10]([CH3:23])([CH3:22])[CH2:11][CH2:12][CH2:13][O:14][CH2:15][C:16]1[CH:21]=[CH:20][CH:19]=[CH:18][CH:17]=1)(=[O:7])=[O:6].[C:24](OC(=O)C)(=[O:26])[CH3:25].C(N(CC)CC)C. The catalyst is ClCCl. The product is [C:24]([NH:1][CH2:2][CH2:3][CH2:4][S:5]([O:8][CH2:9][C:10]([CH3:23])([CH3:22])[CH2:11][CH2:12][CH2:13][O:14][CH2:15][C:16]1[CH:17]=[CH:18][CH:19]=[CH:20][CH:21]=1)(=[O:6])=[O:7])(=[O:26])[CH3:25]. The yield is 0.490. (6) The reactants are [C:1]([O:5][C:6](=[O:20])[NH:7][C:8]1[CH:13]=[CH:12][C:11]([O:14][C:15]([F:18])([F:17])[F:16])=[C:10](Br)[CH:9]=1)([CH3:4])([CH3:3])[CH3:2].[CH3:21][N:22]1[C:26](B(O)O)=[CH:25][CH:24]=[N:23]1.C(=O)([O-])[O-].[Na+].[Na+].COCCOC. The catalyst is C1C=CC([P]([Pd]([P](C2C=CC=CC=2)(C2C=CC=CC=2)C2C=CC=CC=2)([P](C2C=CC=CC=2)(C2C=CC=CC=2)C2C=CC=CC=2)[P](C2C=CC=CC=2)(C2C=CC=CC=2)C2C=CC=CC=2)(C2C=CC=CC=2)C2C=CC=CC=2)=CC=1.O. The product is [C:1]([O:5][C:6](=[O:20])[NH:7][C:8]1[CH:13]=[CH:12][C:11]([O:14][C:15]([F:18])([F:17])[F:16])=[C:10]([C:26]2[N:22]([CH3:21])[N:23]=[CH:24][CH:25]=2)[CH:9]=1)([CH3:4])([CH3:3])[CH3:2]. The yield is 0.365.